This data is from Catalyst prediction with 721,799 reactions and 888 catalyst types from USPTO. The task is: Predict which catalyst facilitates the given reaction. Reactant: [CH2:1]([N:6]=[C:7]=[O:8])[CH2:2][CH2:3][CH2:4][CH3:5].[CH3:9][NH:10][C:11]1[CH:12]=[C:13]([C:17]2[CH:22]=[CH:21][C:20]([CH2:23][CH2:24][C:25]([O:27][CH3:28])=[O:26])=[CH:19][CH:18]=2)[CH:14]=[CH:15][CH:16]=1.O1CCCC1.C(N(CC)CC)C. Product: [CH3:9][N:10]([C:11]1[CH:12]=[C:13]([C:17]2[CH:22]=[CH:21][C:20]([CH2:23][CH2:24][C:25]([O:27][CH3:28])=[O:26])=[CH:19][CH:18]=2)[CH:14]=[CH:15][CH:16]=1)[C:7]([NH:6][CH2:1][CH2:2][CH2:3][CH2:4][CH3:5])=[O:8]. The catalyst class is: 6.